Dataset: Catalyst prediction with 721,799 reactions and 888 catalyst types from USPTO. Task: Predict which catalyst facilitates the given reaction. (1) Reactant: [CH2:1]([O:3][C:4]([C:6]1[N:7]([NH2:15])[C:8]2[C:13]([CH:14]=1)=[CH:12][CH:11]=[CH:10][CH:9]=2)=[O:5])[CH3:2].[F:16][C:17]1[CH:24]=[CH:23][C:20]([CH:21]=O)=[CH:19][CH:18]=1. Product: [CH2:1]([O:3][C:4]([C:6]1[N:7]([N:15]=[CH:21][C:20]2[CH:23]=[CH:24][C:17]([F:16])=[CH:18][CH:19]=2)[C:8]2[C:13]([CH:14]=1)=[CH:12][CH:11]=[CH:10][CH:9]=2)=[O:5])[CH3:2]. The catalyst class is: 8. (2) Reactant: [CH3:1][N:2]1[CH:6]=[CH:5][N:4]=[C:3]1[C:7]([NH:9][NH:10]C(OC(C)(C)C)=O)=[O:8].Cl. Product: [CH3:1][N:2]1[CH:6]=[CH:5][N:4]=[C:3]1[C:7]([NH:9][NH2:10])=[O:8]. The catalyst class is: 12.